From a dataset of Forward reaction prediction with 1.9M reactions from USPTO patents (1976-2016). Predict the product of the given reaction. (1) Given the reactants [CH3:1][CH2:2][N:3]([CH2:6][CH2:7][NH:8][C:9]([C:11]1[CH:12]=[CH:13][C:14]([NH2:17])=[CH:15][CH:16]=1)=[O:10])[CH2:4][CH3:5].C(N(CC)CC)C.[F:25][C:26]([F:38])([F:37])[O:27][C:28]1[CH:33]=[CH:32][C:31]([N:34]=[C:35]=[O:36])=[CH:30][CH:29]=1.C(O)C(N)(CO)CO, predict the reaction product. The product is: [CH2:4]([N:3]([CH2:2][CH3:1])[CH2:6][CH2:7][NH:8][C:9](=[O:10])[C:11]1[CH:16]=[CH:15][C:14]([NH:17][C:35]([NH:34][C:31]2[CH:32]=[CH:33][C:28]([O:27][C:26]([F:25])([F:37])[F:38])=[CH:29][CH:30]=2)=[O:36])=[CH:13][CH:12]=1)[CH3:5]. (2) The product is: [NH2:1][C:2]1[CH:3]=[CH:4][C:5]([C:8]2[CH:15]=[N:14][CH:13]=[C:17]3[N:18]([CH3:20])[N:19]=[C:10]([NH2:11])[C:9]=23)=[CH:6][CH:7]=1. Given the reactants [NH2:1][C:2]1[CH:7]=[CH:6][C:5]([C:8]2[CH:15]=[N:14][CH:13]=C(Cl)[C:9]=2[C:10]#[N:11])=[CH:4][CH:3]=1.[CH3:17][NH:18][NH2:19].[CH2:20](O)CCC, predict the reaction product. (3) Given the reactants F[C:2]1[C:7](C)=[CH:6][CH:5]=[CH:4][C:3]=1[CH2:9][N:10]1[CH:14]=[CH:13][C:12]([N:15]2[C:23](=[O:24])[C:22]3[C:17](=[CH:18][CH:19]=[CH:20][CH:21]=3)[C:16]2=[O:25])=[N:11]1.C(Br)C1C=CC=CC=1.N1C=CC(N2C(=O)C3C(=CC=CC=3)C2=O)=N1, predict the reaction product. The product is: [C:3]1([CH2:9][N:10]2[CH:14]=[CH:13][C:12]([N:15]3[C:16](=[O:25])[C:17]4[C:22](=[CH:21][CH:20]=[CH:19][CH:18]=4)[C:23]3=[O:24])=[N:11]2)[CH:2]=[CH:7][CH:6]=[CH:5][CH:4]=1. (4) Given the reactants [O:1]1[CH:5]=[CH:4][N:3]=[CH:2]1.C([Li])(C)(C)C.CCCCCC.Br[C:18]1[S:22][C:21]([C:23]2[N:27]3[N:28]=[C:29]([CH3:37])[CH:30]=[C:31]([CH:32]([CH2:35][CH3:36])[CH2:33][CH3:34])[C:26]3=[N:25][C:24]=2[CH3:38])=[C:20]([CH3:39])[CH:19]=1, predict the reaction product. The product is: [CH2:33]([CH:32]([C:31]1[C:26]2[N:27]([C:23]([C:21]3[S:22][C:18]([C:2]4[O:1][CH:5]=[CH:4][N:3]=4)=[CH:19][C:20]=3[CH3:39])=[C:24]([CH3:38])[N:25]=2)[N:28]=[C:29]([CH3:37])[CH:30]=1)[CH2:35][CH3:36])[CH3:34]. (5) Given the reactants [H-].[Na+].[CH:3]1([C:6]([C:8]2[C:16]3[C:11](=[N:12][CH:13]=[CH:14][CH:15]=3)[NH:10][N:9]=2)=[O:7])[CH2:5][CH2:4]1.[S:17](Cl)([C:20]1[CH:26]=[CH:25][C:23]([CH3:24])=[CH:22][CH:21]=1)(=[O:19])=[O:18], predict the reaction product. The product is: [CH:3]1([C:6]([C:8]2[C:16]3[C:11](=[N:12][CH:13]=[CH:14][CH:15]=3)[N:10]([S:17]([C:20]3[CH:26]=[CH:25][C:23]([CH3:24])=[CH:22][CH:21]=3)(=[O:19])=[O:18])[N:9]=2)=[O:7])[CH2:4][CH2:5]1. (6) Given the reactants [Br:1][C:2]1[CH:7]=[CH:6][C:5]([OH:8])=[CH:4][C:3]=1[C:9]([F:12])([F:11])[F:10].S(=O)(=O)(O)O.[N+:18]([O-])([OH:20])=[O:19], predict the reaction product. The product is: [Br:1][C:2]1[C:3]([C:9]([F:10])([F:11])[F:12])=[CH:4][C:5]([OH:8])=[C:6]([N+:18]([O-:20])=[O:19])[CH:7]=1. (7) The product is: [CH2:15]([O:10][CH2:9][C:8]1[O:11][C:5]([CH2:4][O:3][CH2:1][CH3:2])=[CH:6][CH:7]=1)[CH3:16]. Given the reactants [CH2:1]([O:3][CH2:4][C:5]1[O:11][C:8]([CH:9]=[O:10])=[CH:7][CH:6]=1)[CH3:2].[H][H].O1C=C[CH:16]=[CH:15]1, predict the reaction product. (8) Given the reactants O.[NH2:2][NH2:3].CO[C:6]([C:8]([NH:10][C:11]1[CH:16]=[CH:15][C:14]([C@H:17]2[CH2:22][CH2:21][C@H:20]([O:23][CH2:24][CH2:25][C:26]([O:28][CH3:29])=[O:27])[CH2:19][CH2:18]2)=[CH:13][C:12]=1[N+:30]([O-:32])=[O:31])=[O:9])=[O:7], predict the reaction product. The product is: [NH:2]([C:6]([C:8]([NH:10][C:11]1[CH:16]=[CH:15][C:14]([C@H:17]2[CH2:22][CH2:21][C@H:20]([O:23][CH2:24][CH2:25][C:26]([O:28][CH3:29])=[O:27])[CH2:19][CH2:18]2)=[CH:13][C:12]=1[N+:30]([O-:32])=[O:31])=[O:9])=[O:7])[NH2:3].